Dataset: Peptide-MHC class I binding affinity with 185,985 pairs from IEDB/IMGT. Task: Regression. Given a peptide amino acid sequence and an MHC pseudo amino acid sequence, predict their binding affinity value. This is MHC class I binding data. The peptide sequence is FPNLQVDPT. The MHC is HLA-A02:16 with pseudo-sequence HLA-A02:16. The binding affinity (normalized) is 0.0847.